This data is from Peptide-MHC class II binding affinity with 134,281 pairs from IEDB. The task is: Regression. Given a peptide amino acid sequence and an MHC pseudo amino acid sequence, predict their binding affinity value. This is MHC class II binding data. (1) The peptide sequence is VSEALRIIAGTLEVH. The MHC is DRB5_0101 with pseudo-sequence DRB5_0101. The binding affinity (normalized) is 0.308. (2) The peptide sequence is YDYFLANVSTVLTGK. The MHC is DRB1_1101 with pseudo-sequence DRB1_1101. The binding affinity (normalized) is 0.604. (3) The peptide sequence is SQEYSGSVANEANVA. The MHC is H-2-IAb with pseudo-sequence H-2-IAb. The binding affinity (normalized) is 0.613. (4) The peptide sequence is FMPEWANFKFRDLLF. The MHC is H-2-IAb with pseudo-sequence H-2-IAb. The binding affinity (normalized) is 0.0671. (5) The peptide sequence is KESGDAASGADGTYD. The MHC is HLA-DQA10401-DQB10402 with pseudo-sequence HLA-DQA10401-DQB10402. The binding affinity (normalized) is 0.283. (6) The peptide sequence is VSVDCSEYPKPDCTA. The MHC is DRB4_0101 with pseudo-sequence DRB4_0103. The binding affinity (normalized) is 0.335. (7) The peptide sequence is AAPANDKFTVFEAAF. The MHC is DRB1_1602 with pseudo-sequence DRB1_1602. The binding affinity (normalized) is 0.556. (8) The peptide sequence is AAGTAAQAAVVRFQE. The MHC is HLA-DPA10103-DPB10401 with pseudo-sequence HLA-DPA10103-DPB10401. The binding affinity (normalized) is 0.0621. (9) The peptide sequence is PELQNFLNFLEANGL. The MHC is DRB1_0404 with pseudo-sequence DRB1_0404. The binding affinity (normalized) is 0.623.